From a dataset of CYP1A2 inhibition data for predicting drug metabolism from PubChem BioAssay. Regression/Classification. Given a drug SMILES string, predict its absorption, distribution, metabolism, or excretion properties. Task type varies by dataset: regression for continuous measurements (e.g., permeability, clearance, half-life) or binary classification for categorical outcomes (e.g., BBB penetration, CYP inhibition). Dataset: cyp1a2_veith. (1) The drug is O=C(O)C1C(C(=O)O)C(C(=O)O)C1C(=O)O. The result is 0 (non-inhibitor). (2) The compound is C[C@@H](c1ccccc1)N1C(=O)[C@H]2CC[C@H]3/C(=N\NC(=O)OCc4ccccc4)C[C@@H](O)[C@@H](O)[C@@H]3[C@@H]2C1=O. The result is 0 (non-inhibitor).